This data is from Full USPTO retrosynthesis dataset with 1.9M reactions from patents (1976-2016). The task is: Predict the reactants needed to synthesize the given product. (1) The reactants are: [Cl:1][C:2]1[CH:10]=[C:9]2[C:5]([C:6]([C:11]([N:13]3[CH2:18][CH2:17][C:16]4([C:22]5[CH:23]=[CH:24][C:25]([F:27])=[CH:26][C:21]=5[C:20](=[O:28])[O:19]4)[CH2:15][CH2:14]3)=[O:12])=[CH:7][NH:8]2)=[CH:4][CH:3]=1.Br[CH2:30][C:31]([C:33]1[N:34]=[C:35]([C:39]2[CH:44]=[CH:43][CH:42]=[CH:41][CH:40]=2)[O:36][C:37]=1[CH3:38])=[O:32]. Given the product [Cl:1][C:2]1[CH:10]=[C:9]2[C:5]([C:6]([C:11]([N:13]3[CH2:18][CH2:17][C:16]4([C:22]5[CH:23]=[CH:24][C:25]([F:27])=[CH:26][C:21]=5[C:20](=[O:28])[O:19]4)[CH2:15][CH2:14]3)=[O:12])=[CH:7][N:8]2[CH2:30][C:31]([C:33]2[N:34]=[C:35]([C:39]3[CH:44]=[CH:43][CH:42]=[CH:41][CH:40]=3)[O:36][C:37]=2[CH3:38])=[O:32])=[CH:4][CH:3]=1, predict the reactants needed to synthesize it. (2) Given the product [NH2:16][C:4]1[N:3]=[C:2]([NH:17][CH2:18][CH2:19][C:20]2[CH:21]=[CH:22][C:23]([S:26]([N:29]([CH3:30])[CH3:31])(=[O:28])=[O:27])=[CH:24][CH:25]=2)[CH:7]=[C:6]([C:8]2[CH:13]=[CH:12][CH:11]=[C:10]([Cl:14])[C:9]=2[CH3:15])[N:5]=1, predict the reactants needed to synthesize it. The reactants are: Cl[C:2]1[CH:7]=[C:6]([C:8]2[CH:13]=[CH:12][CH:11]=[C:10]([Cl:14])[C:9]=2[CH3:15])[N:5]=[C:4]([NH2:16])[N:3]=1.[NH2:17][CH2:18][CH2:19][C:20]1[CH:25]=[CH:24][C:23]([S:26]([N:29]([CH3:31])[CH3:30])(=[O:28])=[O:27])=[CH:22][CH:21]=1.C(N(CC)C(C)C)(C)C.CO.